From a dataset of Forward reaction prediction with 1.9M reactions from USPTO patents (1976-2016). Predict the product of the given reaction. Given the reactants Cl[C:2]1[N:7]=[CH:6][N:5]=[C:4]([NH:8][C:9]2[CH:14]=[CH:13][C:12]([CH:15]3[CH2:20][CH2:19][N:18]([CH:21]4[CH2:24][O:23][CH2:22]4)[CH2:17][CH2:16]3)=[CH:11][CH:10]=2)[N:3]=1.[F:25][C@H:26]1[C@@H:31]([O:32][C:33]2[CH:40]=[CH:39][C:38](B3OC(C)(C)C(C)(C)O3)=[CH:37][C:34]=2[C:35]#[N:36])[CH2:30][CH2:29][N:28]([C:50](=[O:54])[C@@H:51]([OH:53])[CH3:52])[CH2:27]1.C(COC)OC.C(=O)([O-])[O-].[Na+].[Na+], predict the reaction product. The product is: [F:25][C@H:26]1[C@@H:31]([O:32][C:33]2[CH:40]=[CH:39][C:38]([C:2]3[N:3]=[C:4]([NH:8][C:9]4[CH:14]=[CH:13][C:12]([CH:15]5[CH2:20][CH2:19][N:18]([CH:21]6[CH2:24][O:23][CH2:22]6)[CH2:17][CH2:16]5)=[CH:11][CH:10]=4)[N:5]=[CH:6][N:7]=3)=[CH:37][C:34]=2[C:35]#[N:36])[CH2:30][CH2:29][N:28]([C:50](=[O:54])[C@@H:51]([OH:53])[CH3:52])[CH2:27]1.